Dataset: Catalyst prediction with 721,799 reactions and 888 catalyst types from USPTO. Task: Predict which catalyst facilitates the given reaction. (1) Reactant: [C:1]([C:3]1[CH:4]=[C:5]([S:23]([NH:26][C:27]2[S:28][CH:29]=[CH:30][N:31]=2)(=[O:25])=[O:24])[CH:6]=[CH:7][C:8]=1[O:9][C:10]1[CH:11]=[N:12][C:13]([C:17]2[CH:22]=[CH:21][CH:20]=[CH:19][CH:18]=2)=[CH:14][C:15]=1I)#[N:2].[F:32][C:33]1[C:38](B(O)O)=[CH:37][CH:36]=[CH:35][N:34]=1.C([O-])([O-])=O.[Na+].[Na+].O. Product: [C:1]([C:3]1[CH:4]=[C:5]([S:23]([NH:26][C:27]2[S:28][CH:29]=[CH:30][N:31]=2)(=[O:25])=[O:24])[CH:6]=[CH:7][C:8]=1[O:9][C:10]1[CH:11]=[N:12][C:13]([C:17]2[CH:22]=[CH:21][CH:20]=[CH:19][CH:18]=2)=[CH:14][C:15]=1[C:38]1[C:33]([F:32])=[N:34][CH:35]=[CH:36][CH:37]=1)#[N:2]. The catalyst class is: 427. (2) Reactant: [Br:1][C:2]1[CH:3]=[CH:4][C:5]([CH3:17])=[C:6]([CH2:8]NC(=O)OC(C)(C)C)[CH:7]=1.Cl.CC[N:21](CC)CC.[CH2:26]([N:28]1[C:32]2=[N:33][C:34]([CH2:57][CH3:58])=[C:35]([CH2:44][NH:45][C:46]([C:48]3[CH:49]=[C:50]([CH:54]=[CH:55][CH:56]=3)[C:51](O)=[O:52])=[O:47])[C:36]([NH:37][CH:38]3[CH2:43][CH2:42][O:41][CH2:40][CH2:39]3)=[C:31]2[CH:30]=[N:29]1)[CH3:27].CN(C(ON1N=NC2C=CC=CC1=2)=[N+](C)C)C.F[P-](F)(F)(F)(F)F. The catalyst class is: 135. Product: [Br:1][C:2]1[CH:3]=[CH:4][C:5]([CH3:17])=[C:6]([CH2:8][N:45]([CH2:44][C:35]2[C:36]([NH:37][CH:38]3[CH2:43][CH2:42][O:41][CH2:40][CH2:39]3)=[C:31]3[CH:30]=[N:29][N:28]([CH2:26][CH3:27])[C:32]3=[N:33][C:34]=2[CH2:57][CH3:58])[C:46]([C:48]2[CH:56]=[CH:55][CH:54]=[C:50]([C:51]([NH2:21])=[O:52])[CH:49]=2)=[O:47])[CH:7]=1.